From a dataset of Full USPTO retrosynthesis dataset with 1.9M reactions from patents (1976-2016). Predict the reactants needed to synthesize the given product. (1) The reactants are: Cl.[CH2:2]1[CH:6]2[CH2:7][NH:8][CH2:9][CH:5]2[CH2:4][N:3]1[C:10]([O:12][C:13]([CH3:16])([CH3:15])[CH3:14])=[O:11].C1C=CC(P(C2C(C3C(P(C4C=CC=CC=4)C4C=CC=CC=4)=CC=C4C=3C=CC=C4)=C3C(C=CC=C3)=CC=2)C2C=CC=CC=2)=CC=1.CC(C)([O-])C.[Na+].Br[C:70]1[CH:75]=[CH:74][CH:73]=[CH:72][C:71]=1[C:76]([F:79])([F:78])[F:77]. Given the product [F:77][C:76]([F:79])([F:78])[C:71]1[CH:72]=[CH:73][CH:74]=[CH:75][C:70]=1[N:8]1[CH2:7][CH:6]2[CH2:2][N:3]([C:10]([O:12][C:13]([CH3:16])([CH3:15])[CH3:14])=[O:11])[CH2:4][CH:5]2[CH2:9]1, predict the reactants needed to synthesize it. (2) The reactants are: [OH:1][CH2:2][CH2:3][N:4]1[C:8]([C:9]2[CH:14]=[CH:13][CH:12]=[CH:11][CH:10]=2)=[C:7]([CH3:15])[S:6][C:5]1=[S:16].[C:17](OC(=O)C)(=[O:19])[CH3:18]. Given the product [C:17]([O:1][CH2:2][CH2:3][N:4]1[C:8]([C:9]2[CH:10]=[CH:11][CH:12]=[CH:13][CH:14]=2)=[C:7]([CH3:15])[S:6][C:5]1=[S:16])(=[O:19])[CH3:18], predict the reactants needed to synthesize it. (3) The reactants are: [CH3:1][CH:2]([CH3:20])[C@@H:3]([N:7]1[C:16](=[O:17])[C:15]2=[CH:18][NH:19][C:13]3[C:14]2=[C:9]([CH:10]=[CH:11][N:12]=3)[CH2:8]1)[C:4]([OH:6])=O.[F:21][CH2:22][C:23]1([C:27]#[N:28])[CH2:26][NH:25][CH2:24]1.C1C=CC2N(O)N=NC=2C=1.C(Cl)CCl. Given the product [F:21][CH2:22][C:23]1([C:27]#[N:28])[CH2:26][N:25]([C:4](=[O:6])[C@H:3]([N:7]2[C:16](=[O:17])[C:15]3=[CH:18][NH:19][C:13]4[C:14]3=[C:9]([CH:10]=[CH:11][N:12]=4)[CH2:8]2)[CH:2]([CH3:20])[CH3:1])[CH2:24]1, predict the reactants needed to synthesize it. (4) Given the product [Br:13][C:8]1[C:7]2[C:6]3[N:20]=[CH:17][CH:18]=[N:19][C:5]=3[NH:4][C:12]=2[CH:11]=[CH:10][CH:9]=1, predict the reactants needed to synthesize it. The reactants are: C([N:4]1[C:12]2[C:7](=[C:8]([Br:13])[CH:9]=[CH:10][CH:11]=2)[C:6](=O)[CH2:5]1)(=O)C.BrBr.[CH2:17]([NH2:20])[CH2:18][NH2:19].C(N(CC)CC)C. (5) Given the product [CH2:1]([O:12][C:13]1[S:14][C:15]([Sn:24]([CH3:26])([CH3:25])[CH3:23])=[CH:16][CH:17]=1)[CH2:2][CH2:3][CH2:4][CH2:5][CH2:6][CH2:7][CH2:8][CH2:9][CH2:10][CH3:11], predict the reactants needed to synthesize it. The reactants are: [CH2:1]([O:12][C:13]1[S:14][CH:15]=[CH:16][CH:17]=1)[CH2:2][CH2:3][CH2:4][CH2:5][CH2:6][CH2:7][CH2:8][CH2:9][CH2:10][CH3:11].[Li]CCCC.[CH3:23][Sn:24](Cl)([CH3:26])[CH3:25]. (6) Given the product [F:24][C:23]([F:26])([F:25])[C:21]([C:2]1[CH:7]=[CH:6][N:5]=[C:4]([CH2:8][C:9]([O:11][CH3:12])=[O:10])[CH:3]=1)=[CH2:22], predict the reactants needed to synthesize it. The reactants are: Br[C:2]1[CH:7]=[CH:6][N:5]=[C:4]([CH2:8][C:9]([O:11][CH3:12])=[O:10])[CH:3]=1.CC1(C)CC(C)OB([C:21]([C:23]([F:26])([F:25])[F:24])=[CH2:22])O1.C([O-])([O-])=O.[K+].[K+]. (7) Given the product [Br:7][C:8]1[CH:16]=[CH:15][CH:14]=[C:13]2[C:9]=1[C:10]([CH:17]=[O:18])=[CH:11][N:12]2[CH:20]([CH3:22])[CH3:21], predict the reactants needed to synthesize it. The reactants are: C(=O)([O-])[O-].[Cs+].[Cs+].[Br:7][C:8]1[CH:16]=[CH:15][CH:14]=[C:13]2[C:9]=1[C:10]([CH:17]=[O:18])=[CH:11][NH:12]2.I[CH:20]([CH3:22])[CH3:21]. (8) Given the product [N+:25]([C:21]1[CH:20]=[CH:19][C:17]2[C:18]3[CH:10]=[CH:11][CH:12]=[CH:13][C:14]=3[S:15](=[O:24])(=[O:23])[C:16]=2[CH:22]=1)([O-:27])=[O:26], predict the reactants needed to synthesize it. The reactants are: C(O)(=O)C.S(=O)(=O)(O)O.[CH:10]1[C:18]2[C:17]3[CH:19]=[CH:20][CH:21]=[CH:22][C:16]=3[S:15](=[O:24])(=[O:23])[C:14]=2[CH:13]=[CH:12][CH:11]=1.[N+:25]([O-])([OH:27])=[O:26].